Predict the reactants needed to synthesize the given product. From a dataset of Full USPTO retrosynthesis dataset with 1.9M reactions from patents (1976-2016). (1) Given the product [Br:1][C:2]([Br:5])=[CH:37][C@H:24]([CH3:19])[CH2:23][CH2:22][CH2:21][CH2:20][O:33][CH:32]1[CH2:28][CH2:27][CH2:26][CH2:25][O:35]1, predict the reactants needed to synthesize it. The reactants are: [Br:1][C:2]([Br:5])(Br)Br.[C:19]1(P([C:19]2[CH:24]=[CH:23][CH:22]=[CH:21][CH:20]=2)[C:19]2[CH:24]=[CH:23][CH:22]=[CH:21][CH:20]=2)[CH:24]=[CH:23][CH:22]=[CH:21][CH:20]=1.[CH:25](=O)[CH2:26][CH2:27][CH2:28]CC.[C:32](=[O:35])(O)[O-:33].Cl[CH2:37]Cl. (2) Given the product [N:20]1([CH2:25][CH2:26][NH:27][C:28]([C:30]2[C:34]([CH3:35])=[C:33]([CH:36]=[C:14]3[C:13]4[C:17](=[CH:18][C:10]([C:6]5[CH:7]=[CH:8][CH:9]=[C:4]([CH:1]([CH3:3])[CH3:2])[CH:5]=5)=[CH:11][CH:12]=4)[NH:16][C:15]3=[O:19])[NH:32][C:31]=2[CH3:38])=[O:29])[CH2:24][CH2:23][CH2:22][CH2:21]1, predict the reactants needed to synthesize it. The reactants are: [CH:1]([C:4]1[CH:5]=[C:6]([C:10]2[CH:18]=[C:17]3[C:13]([CH2:14][C:15](=[O:19])[NH:16]3)=[CH:12][CH:11]=2)[CH:7]=[CH:8][CH:9]=1)([CH3:3])[CH3:2].[N:20]1([CH2:25][CH2:26][NH:27][C:28]([C:30]2[C:34]([CH3:35])=[C:33]([CH:36]=O)[NH:32][C:31]=2[CH3:38])=[O:29])[CH2:24][CH2:23][CH2:22][CH2:21]1. (3) The reactants are: Br[C:2]1[C:29]([Cl:30])=[CH:28][C:5]([O:6][C:7]2[CH:12]=[CH:11][N:10]=[CH:9][C:8]=2[C:13]([N:15]2[C:24]3[C:19](=[CH:20][CH:21]=[CH:22][CH:23]=3)[N:18]([CH:25]3[CH2:27][CH2:26]3)[CH2:17][CH2:16]2)=[O:14])=[C:4]([Cl:31])[CH:3]=1.C([O:35]B(OC(C)C)OC(C)C)(C)C.C([Li])CCC.C(=O)=O.C(O)(=O)C.OO. Given the product [CH:25]1([N:18]2[C:19]3[C:24](=[CH:23][CH:22]=[CH:21][CH:20]=3)[N:15]([C:13]([C:8]3[CH:9]=[N:10][CH:11]=[CH:12][C:7]=3[O:6][C:5]3[CH:28]=[C:29]([Cl:30])[C:2]([OH:35])=[CH:3][C:4]=3[Cl:31])=[O:14])[CH2:16][CH2:17]2)[CH2:27][CH2:26]1, predict the reactants needed to synthesize it. (4) Given the product [NH2:67][CH2:66][CH2:65][C:64](=[C:78]1[CH2:79][CH2:80][N:81]([C:43]2[C:42]([O:51][CH3:52])=[C:41]3[C:46]([C:47](=[O:48])[C:38]([C:36]([OH:35])=[O:37])=[CH:39][N:40]3[CH:53]3[CH2:55][CH2:54]3)=[CH:45][C:44]=2[F:49])[CH2:82][CH2:83]1)[F:63], predict the reactants needed to synthesize it. The reactants are: NCC(=C1CCN(C2C(OCF)=C3C(C(=O)C(C(O)=O)=CN3C3CC3)=CC=2F)CC1)Cl.FB([O:35][C:36]([C:38]1[C:47](=[O:48])[C:46]2[C:41](=[C:42]([O:51][CH3:52])[C:43](F)=[C:44]([F:49])[CH:45]=2)[N:40]([CH:53]2[CH2:55][CH2:54]2)[CH:39]=1)=[O:37])F.FC(F)(F)C(O)=O.[F:63][C:64](=[C:78]1[CH2:83][CH2:82][NH:81][CH2:80][CH2:79]1)[CH2:65][CH2:66][N:67]1C(=O)C2C(=CC=CC=2)C1=O. (5) Given the product [CH2:28]([N:14]([CH2:13][CH2:12][C:9]1[CH:10]=[CH:11][N:7]([CH:2]2[CH2:3][CH2:4][CH2:5][CH2:6][O:1]2)[N:8]=1)[C:15](=[O:27])[C:16]1[CH:21]=[CH:20][CH:19]=[CH:18][C:17]=1[N:22]1[N:26]=[CH:25][CH:24]=[N:23]1)[CH3:29], predict the reactants needed to synthesize it. The reactants are: [O:1]1[CH2:6][CH2:5][CH2:4][CH2:3][CH:2]1[N:7]1[CH:11]=[CH:10][C:9]([CH2:12][CH2:13][NH:14][C:15](=[O:27])[C:16]2[CH:21]=[CH:20][CH:19]=[CH:18][C:17]=2[N:22]2[N:26]=[CH:25][CH:24]=[N:23]2)=[N:8]1.[CH2:28](I)[CH3:29]. (6) Given the product [CH3:4][SiH:3]([CH2:2][SiH:8]([CH3:7])[CH2:2][SiH:3]([CH3:5])[CH3:4])[CH3:5], predict the reactants needed to synthesize it. The reactants are: Cl[CH2:2][SiH:3]([CH3:5])[CH3:4].[Mg].[CH3:7][SiH:8](Cl)Cl.O.